Task: Predict the reactants needed to synthesize the given product.. Dataset: Full USPTO retrosynthesis dataset with 1.9M reactions from patents (1976-2016) (1) Given the product [CH3:9][C:10]1[CH:15]=[C:14]([C:2]2[CH:8]=[CH:7][CH:6]=[CH:5][C:3]=2[NH2:4])[CH:13]=[CH:12][CH:11]=1.[C:2]1([C:10]2[CH:11]=[CH:12][CH:13]=[CH:14][CH:15]=2)[C:3]([NH2:4])=[CH:5][CH:6]=[CH:7][CH:8]=1, predict the reactants needed to synthesize it. The reactants are: I[C:2]1[CH:8]=[CH:7][CH:6]=[CH:5][C:3]=1[NH2:4].[CH3:9][C:10]1[CH:11]=[C:12](B(O)O)[CH:13]=[CH:14][CH:15]=1.ClCCl.[OH-].[Na+]. (2) Given the product [CH2:1]([O:8][C:9]1[CH:10]=[C:11]([C:30]2[CH:35]=[CH:34][CH:33]=[CH:32][N:31]=2)[C:12]2[S:16][C:15]([NH:17][C:18]([NH:20][CH2:21][CH3:22])=[O:19])=[N:14][C:13]=2[CH:23]=1)[C:2]1[CH:7]=[CH:6][CH:5]=[CH:4][CH:3]=1, predict the reactants needed to synthesize it. The reactants are: [CH2:1]([O:8][C:9]1[CH:10]=[C:11](Br)[C:12]2[S:16][C:15]([NH:17][C:18]([NH:20][CH2:21][CH3:22])=[O:19])=[N:14][C:13]=2[CH:23]=1)[C:2]1[CH:7]=[CH:6][CH:5]=[CH:4][CH:3]=1.C([Sn](CCCC)(CCCC)[C:30]1[CH:35]=[CH:34][CH:33]=[CH:32][N:31]=1)CCC.